Dataset: Retrosynthesis with 50K atom-mapped reactions and 10 reaction types from USPTO. Task: Predict the reactants needed to synthesize the given product. (1) Given the product CCCC(=O)OC[C@H]1CN(c2ccc3c(c2)CCC(N)C(=O)N3)C(=O)O1, predict the reactants needed to synthesize it. The reactants are: CCCC(=O)OC[C@H]1CN(c2ccc3c(c2)CCC(N=[N+]=[N-])C(=O)N3)C(=O)O1. (2) Given the product Nc1cccc2c1C(=O)NC2, predict the reactants needed to synthesize it. The reactants are: Nc1ccc(Br)c2c1C(=O)NC2.